This data is from Forward reaction prediction with 1.9M reactions from USPTO patents (1976-2016). The task is: Predict the product of the given reaction. Given the reactants [Br:1][CH:2]([CH2:16][CH3:17])[C:3]([C:5]1[C:14]2[C:9](=[CH:10][CH:11]=[C:12]([F:15])[CH:13]=2)[CH:8]=[CH:7][CH:6]=1)=O.[NH:18]1[CH2:22][CH2:21][NH:20][C:19]1=[S:23], predict the reaction product. The product is: [BrH:1].[CH2:16]([C:2]1[S:23][C:19]2=[N:18][CH2:22][CH2:21][N:20]2[C:3]=1[C:5]1[C:14]2[C:9](=[CH:10][CH:11]=[C:12]([F:15])[CH:13]=2)[CH:8]=[CH:7][CH:6]=1)[CH3:17].